From a dataset of Full USPTO retrosynthesis dataset with 1.9M reactions from patents (1976-2016). Predict the reactants needed to synthesize the given product. (1) Given the product [CH2:15]([O:1][C:2]1[CH:11]=[CH:10][C:5]2[CH2:6][O:7][B:8]([OH:9])[C:4]=2[CH:3]=1)[CH2:16][CH3:17], predict the reactants needed to synthesize it. The reactants are: [OH:1][C:2]1[CH:11]=[CH:10][C:5]2[CH2:6][O:7][B:8]([OH:9])[C:4]=2[CH:3]=1.[H-].[Na+].Br[CH2:15][CH2:16][CH3:17].Cl. (2) Given the product [Br:4][C:5]1[CH:10]=[CH:9][C:8]([CH2:11][C:1]#[N:2])=[CH:7][C:6]=1[Cl:13], predict the reactants needed to synthesize it. The reactants are: [C-:1]#[N:2].[Na+].[Br:4][C:5]1[CH:10]=[CH:9][C:8]([CH2:11]Br)=[CH:7][C:6]=1[Cl:13]. (3) Given the product [Cl:18][C:15]1[CH:16]=[CH:17][C:12]([C@H:11]([N:20]2[CH:25]=[CH:24][C:23]([C:26]3[CH:31]=[CH:30][N:29]=[C:28]([NH:32][C@H:33]4[CH2:38][CH2:37][O:36][CH2:35][C@H:34]4[F:39])[N:27]=3)=[CH:22][C:21]2=[O:40])[CH2:10][OH:9])=[CH:13][C:14]=1[F:19], predict the reactants needed to synthesize it. The reactants are: Cl.[Si]([O:9][CH2:10][C@@H:11]([N:20]1[CH:25]=[CH:24][C:23]([C:26]2[CH:31]=[CH:30][N:29]=[C:28]([NH:32][C@H:33]3[CH2:38][CH2:37][O:36][CH2:35][C@H:34]3[F:39])[N:27]=2)=[CH:22][C:21]1=[O:40])[C:12]1[CH:17]=[CH:16][C:15]([Cl:18])=[C:14]([F:19])[CH:13]=1)(C(C)(C)C)(C)C. (4) Given the product [C:18]([O-:41])(=[O:23])[CH3:24].[NH2:1][C:2]1[N:6]([C:7]2[CH:8]=[CH:9][C:10]([F:13])=[CH:11][CH:12]=2)[N:5]=[CH:4][C:3]=1[C:14]([NH:16][CH2:17][C:18]([CH2:24][N:25]([C:40]([C:39]1[C:38]([Cl:37])=[CH:46][CH:45]=[CH:44][C:43]=1[Cl:47])=[O:41])[CH2:26][CH3:27])([OH:23])[C:19]([F:22])([F:21])[F:20])=[O:15], predict the reactants needed to synthesize it. The reactants are: [NH2:1][C:2]1[N:6]([C:7]2[CH:12]=[CH:11][C:10]([F:13])=[CH:9][CH:8]=2)[N:5]=[CH:4][C:3]=1[C:14]([NH:16][CH2:17][C:18]([CH2:24][NH:25][CH2:26][CH3:27])([OH:23])[C:19]([F:22])([F:21])[F:20])=[O:15].C(N(C(C)C)CC)(C)C.[Cl:37][C:38]1[CH:46]=[CH:45][CH:44]=[C:43]([Cl:47])[C:39]=1[C:40](Cl)=[O:41]. (5) The reactants are: [C:1]([S@@:5](/[N:7]=[CH:8]/[C:9]1[CH:18]=[CH:17][C:12]([C:13]([O:15][CH3:16])=[O:14])=[CH:11][CH:10]=1)=[O:6])([CH3:4])([CH3:3])[CH3:2].[C:19]1([Mg]Br)[CH:24]=[CH:23][CH:22]=[CH:21][CH:20]=1. Given the product [CH3:3][C:1]([CH3:4])([S@@:5]([NH:7][C@H:8]([C:19]1[CH:24]=[CH:23][CH:22]=[CH:21][CH:20]=1)[C:9]1[CH:10]=[CH:11][C:12]([C:13]([O:15][CH3:16])=[O:14])=[CH:17][CH:18]=1)=[O:6])[CH3:2], predict the reactants needed to synthesize it.